This data is from Full USPTO retrosynthesis dataset with 1.9M reactions from patents (1976-2016). The task is: Predict the reactants needed to synthesize the given product. (1) Given the product [OH2:20].[CH3:69][O:70][C:71]1[C:76]([C:39]2[CH:40]=[C:41]3[C:45](=[CH:46][CH:47]=2)[NH:44][N:43]=[C:42]3[C:48]([NH:50][CH2:51][CH:52]2[CH2:57][CH2:56][N:55]([CH2:58][C:59]3[O:63][C:62]([C:64]([OH:66])=[O:65])=[CH:61][CH:60]=3)[CH2:54][CH2:53]2)=[O:49])=[CH:75][CH:74]=[CH:73][N:72]=1, predict the reactants needed to synthesize it. The reactants are: O.FC1C(F)=CC=CC=1C1C=C2C(=CC=1)NN=C2C(NCC1CCN(CC2OC=C(C(O)=O)N=2)CC1)=[O:20].Br[C:39]1[CH:40]=[C:41]2[C:45](=[CH:46][CH:47]=1)[NH:44][N:43]=[C:42]2[C:48]([NH:50][CH2:51][CH:52]1[CH2:57][CH2:56][N:55]([CH2:58][C:59]2[O:63][C:62]([C:64]([O:66]CC)=[O:65])=[CH:61][CH:60]=2)[CH2:54][CH2:53]1)=[O:49].[CH3:69][O:70][C:71]1[C:76](B(O)O)=[CH:75][CH:74]=[CH:73][N:72]=1. (2) The reactants are: [CH3:1][NH:2][CH3:3].Cl.[CH3:5][NH:6]C.[C-]#N.[K+].[O:11]1[C:15]2([CH2:20][CH2:19][C:18](=O)[CH2:17][CH2:16]2)[O:14][CH2:13][CH2:12]1. Given the product [CH3:1][N:2]([CH3:3])[C:18]1([C:5]#[N:6])[CH2:19][CH2:20][C:15]2([O:14][CH2:13][CH2:12][O:11]2)[CH2:16][CH2:17]1, predict the reactants needed to synthesize it. (3) Given the product [F:17][C:16]([F:19])([F:18])[C:12]1[C:11]([C:9]([NH:8][CH:5]2[CH2:6][CH2:7][C:2](=[C:20]([C:21]3[CH:26]=[CH:25][CH:24]=[C:23]([O:27][C:28]4[CH:33]=[CH:32][C:31]([C:34]([F:37])([F:36])[F:35])=[CH:30][N:29]=4)[CH:22]=3)[CH3:39])[CH2:3][CH2:4]2)=[O:10])=[CH:15][NH:14][N:13]=1, predict the reactants needed to synthesize it. The reactants are: Br[C:2]1([CH:20](Br)[C:21]2[CH:26]=[CH:25][CH:24]=[C:23]([O:27][C:28]3[CH:33]=[CH:32][C:31]([C:34]([F:37])([F:36])[F:35])=[CH:30][N:29]=3)[CH:22]=2)[CH2:7][CH2:6][CH:5]([NH:8][C:9]([C:11]2[C:12]([C:16]([F:19])([F:18])[F:17])=[N:13][NH:14][CH:15]=2)=[O:10])[CH2:4][CH2:3]1.[CH3:39]B(O)O.C(=O)([O-])[O-].[K+].[K+].